Predict the product of the given reaction. From a dataset of Forward reaction prediction with 1.9M reactions from USPTO patents (1976-2016). (1) Given the reactants Br[C:2]1[CH:10]=[C:9]2[C:5]([C:6]([O:11][CH3:12])=[N:7][NH:8]2)=[CH:4][CH:3]=1.[CH2:13]([O:15][C:16](=[O:25])[CH:17]=[CH:18][C:19]1[CH:20]=[N:21][CH:22]=[CH:23][CH:24]=1)[CH3:14], predict the reaction product. The product is: [CH2:13]([O:15][C:16](=[O:25])[CH:17]=[C:18]([C:2]1[CH:10]=[C:9]2[C:5]([C:6]([O:11][CH3:12])=[N:7][NH:8]2)=[CH:4][CH:3]=1)[C:19]1[CH:20]=[N:21][CH:22]=[CH:23][CH:24]=1)[CH3:14]. (2) Given the reactants [Cl:1][C:2]1[CH:26]=[CH:25][C:5]([CH2:6][N:7]2[C:15]3[C:10](=[CH:11][C:12]([CH:16]=[C:17]4[S:21][C:20](SC)=[N:19][C:18]4=[O:24])=[CH:13][CH:14]=3)[CH:9]=[N:8]2)=[C:4]([C:27]([F:30])([F:29])[F:28])[CH:3]=1.[NH:31]1[CH2:36][CH2:35][NH:34][CH2:33][C:32]1=[O:37], predict the reaction product. The product is: [Cl:1][C:2]1[CH:26]=[CH:25][C:5]([CH2:6][N:7]2[C:15]3[C:10](=[CH:11][C:12]([CH:16]=[C:17]4[S:21][C:20]([N:34]5[CH2:35][CH2:36][NH:31][C:32](=[O:37])[CH2:33]5)=[N:19][C:18]4=[O:24])=[CH:13][CH:14]=3)[CH:9]=[N:8]2)=[C:4]([C:27]([F:28])([F:29])[F:30])[CH:3]=1. (3) Given the reactants F[C:2]1[CH:7]=[CH:6][C:5]([I:8])=[CH:4][C:3]=1[C:9](=[O:18])[C:10](=[N:16][OH:17])[C:11]([O:13][CH2:14][CH3:15])=[O:12], predict the reaction product. The product is: [I:8][C:5]1[CH:6]=[CH:7][C:2]2[O:17][N:16]=[C:10]([C:11]([O:13][CH2:14][CH3:15])=[O:12])[C:9](=[O:18])[C:3]=2[CH:4]=1. (4) Given the reactants Cl[C:2]1[C:7]([C:8]([O:10][CH3:11])=[O:9])=[CH:6][CH:5]=[C:4]([C:12]2[CH:17]=[CH:16][CH:15]=[CH:14][CH:13]=2)[N:3]=1.[CH3:18][C:19]1[CH:24]=[C:23]([CH3:25])[CH:22]=[C:21]([CH3:26])[C:20]=1[OH:27].C(=O)([O-])[O-].[Cs+].[Cs+], predict the reaction product. The product is: [C:12]1([C:4]2[N:3]=[C:2]([O:27][C:20]3[C:21]([CH3:26])=[CH:22][C:23]([CH3:25])=[CH:24][C:19]=3[CH3:18])[C:7]([C:8]([O:10][CH3:11])=[O:9])=[CH:6][CH:5]=2)[CH:17]=[CH:16][CH:15]=[CH:14][CH:13]=1. (5) Given the reactants [F:1][C:2]1[CH:3]=[C:4]([NH2:15])[C:5]([NH:8][C:9]2[CH:14]=[CH:13][CH:12]=[CH:11][CH:10]=2)=[CH:6][CH:7]=1.C([O:23][CH2:24][CH3:25])(=O)C(OCC)=O.CCO[CH2:29][CH3:30], predict the reaction product. The product is: [F:1][C:2]1[CH:3]=[C:4]2[C:5](=[CH:6][CH:7]=1)[N:8]([C:9]1[CH:14]=[CH:13][CH:12]=[CH:11][CH:10]=1)[C:24](=[O:23])[C:25]([N:8]1[CH2:30][CH2:29][NH:15][CH2:4][CH2:5]1)=[N:15]2.